Dataset: Full USPTO retrosynthesis dataset with 1.9M reactions from patents (1976-2016). Task: Predict the reactants needed to synthesize the given product. (1) Given the product [Cl:1][C:2]1[CH:12]=[C:6]([CH2:7][OH:8])[CH:5]=[N:4][C:3]=1[C:13]([F:15])([F:16])[CH3:14], predict the reactants needed to synthesize it. The reactants are: [Cl:1][C:2]1[C:3]([C:13]([F:16])([F:15])[CH3:14])=[N:4][CH:5]=[C:6]([CH:12]=1)[C:7](OCC)=[O:8].[Li+].[BH4-].CO. (2) Given the product [NH2:27][CH2:26][C:23]1[CH:22]=[CH:21][C:20]([C:18]([NH:17][C:12]2[CH:13]=[CH:14][CH:15]=[CH:16][C:11]=2[C:9](=[O:10])[NH:8][C:5]2[CH:4]=[CH:3][C:2]([Cl:1])=[CH:7][N:6]=2)=[O:19])=[CH:25][CH:24]=1, predict the reactants needed to synthesize it. The reactants are: [Cl:1][C:2]1[CH:3]=[CH:4][C:5]([NH:8][C:9]([C:11]2[CH:16]=[CH:15][CH:14]=[CH:13][C:12]=2[NH:17][C:18]([C:20]2[CH:25]=[CH:24][C:23]([C:26]#[N:27])=[CH:22][CH:21]=2)=[O:19])=[O:10])=[N:6][CH:7]=1.[BH4-].[Na+]. (3) Given the product [NH2:24][C:21]1[CH:22]=[CH:23][C:18]([O:17][C:16]2[CH:15]=[CH:14][N:13]=[C:12]3[N:8]([CH2:7][C:6]4[CH:27]=[CH:28][C:3]([O:2][CH3:1])=[CH:4][CH:5]=4)[N:9]=[C:10]([C:46]4[CH:45]=[CH:44][C:43]([C:41]([N:35]5[CH2:40][CH2:39][O:38][CH2:37][CH2:36]5)=[O:42])=[CH:48][CH:47]=4)[C:11]=23)=[C:19]([F:25])[CH:20]=1, predict the reactants needed to synthesize it. The reactants are: [CH3:1][O:2][C:3]1[CH:28]=[CH:27][C:6]([CH2:7][N:8]2[C:12]3=[N:13][CH:14]=[CH:15][C:16]([O:17][C:18]4[CH:23]=[CH:22][C:21]([NH2:24])=[CH:20][C:19]=4[F:25])=[C:11]3[C:10](I)=[N:9]2)=[CH:5][CH:4]=1.C([O-])([O-])=O.[Cs+].[Cs+].[N:35]1([C:41]([C:43]2[CH:48]=[CH:47][C:46](B(O)O)=[CH:45][CH:44]=2)=[O:42])[CH2:40][CH2:39][O:38][CH2:37][CH2:36]1. (4) Given the product [CH3:1][O:2][CH2:3][C@H:4]([CH3:32])[O:5][C:6]1[CH:7]=[C:8]([CH:19]=[C:20]([C:22]2[NH:23][C:24]([C:27]3[S:28][CH:29]=[CH:30][N:31]=3)=[CH:25][CH:26]=2)[CH:21]=1)[O:9][C:10]1[CH:15]=[N:14][C:13]([C:16]([N:37]2[CH2:38][CH2:39][N:34]([CH3:33])[CH2:35][CH2:36]2)=[O:17])=[CH:12][N:11]=1, predict the reactants needed to synthesize it. The reactants are: [CH3:1][O:2][CH2:3][C@H:4]([CH3:32])[O:5][C:6]1[CH:7]=[C:8]([CH:19]=[C:20]([C:22]2[NH:23][C:24]([C:27]3[S:28][CH:29]=[CH:30][N:31]=3)=[CH:25][CH:26]=2)[CH:21]=1)[O:9][C:10]1[N:11]=[CH:12][C:13]([C:16](O)=[O:17])=[N:14][CH:15]=1.[CH3:33][N:34]1[CH2:39][CH2:38][NH:37][CH2:36][CH2:35]1.CN(C(ON1N=NC2C=CC=NC1=2)=[N+](C)C)C.F[P-](F)(F)(F)(F)F.C(N(CC)C(C)C)(C)C. (5) Given the product [CH2:1]([O:8][C:9]1[CH:10]=[C:11]([CH:14]=[CH:15][C:16]=1[I:17])[CH:12]=[O:13])[C:2]1[CH:3]=[CH:4][CH:5]=[CH:6][CH:7]=1, predict the reactants needed to synthesize it. The reactants are: [CH2:1]([O:8][C:9]1[CH:10]=[C:11]([CH:14]=[CH:15][C:16]=1[I:17])[CH2:12][OH:13])[C:2]1[CH:7]=[CH:6][CH:5]=[CH:4][CH:3]=1. (6) The reactants are: C(OC([N:8]1[CH2:13][CH2:12][N:11]([C:14]2[C:18]3[CH:19]=[N:20][CH:21]=[CH:22][C:17]=3[O:16][N:15]=2)[CH2:10][CH2:9]1)=O)(C)(C)C.[ClH:23].O1CCOCC1. Given the product [ClH:23].[ClH:23].[N:11]1([C:14]2[C:18]3[CH:19]=[N:20][CH:21]=[CH:22][C:17]=3[O:16][N:15]=2)[CH2:10][CH2:9][NH:8][CH2:13][CH2:12]1, predict the reactants needed to synthesize it. (7) Given the product [C:17]([C:21]1[CH:22]=[CH:23][C:24]([C:27]2[CH:31]=[C:30]([CH2:32][N:13]3[CH:12]=[C:11]4[N:16]=[C:8]([C:3]5[CH:4]=[CH:5][CH:6]=[CH:7][C:2]=5[F:1])[N:9]=[C:10]4[CH:15]=[N:14]3)[O:29][N:28]=2)=[CH:25][CH:26]=1)([CH3:20])([CH3:19])[CH3:18], predict the reactants needed to synthesize it. The reactants are: [F:1][C:2]1[CH:7]=[CH:6][CH:5]=[CH:4][C:3]=1[C:8]1[N:16]=[C:11]2[CH:12]=[N:13][NH:14][CH:15]=[C:10]2[N:9]=1.[C:17]([C:21]1[CH:26]=[CH:25][C:24]([C:27]2[CH:31]=[C:30]([CH2:32]Cl)[O:29][N:28]=2)=[CH:23][CH:22]=1)([CH3:20])([CH3:19])[CH3:18]. (8) Given the product [CH3:14][N:15]([CH:17]=[C:9]1[CH2:8][CH2:7][C:5]2[N:6]=[C:2]([N:1]=[CH:14][N:15]([CH3:17])[CH3:16])[S:3][C:4]=2[C:10]1=[O:11])[CH3:16], predict the reactants needed to synthesize it. The reactants are: [NH2:1][C:2]1[S:3][C:4]2[C:10](=[O:11])[CH2:9][CH2:8][CH2:7][C:5]=2[N:6]=1.CO[CH:14](OC)[N:15]([CH3:17])[CH3:16]. (9) The reactants are: [CH3:1][N:2]1[C:6]([C:7]2[CH:8]=[C:9]3[C:14](=[CH:15][CH:16]=2)[N:13]=[C:12]([CH3:17])[CH:11]=[CH:10]3)=[N:5][N:4]=[C:3]1[CH2:18][CH2:19][CH2:20][CH:21]=O.[CH3:23][C:24]1[O:28][N:27]=[C:26]([C:29]2[CH:39]=[CH:38][C:32]3[CH2:33][CH2:34][NH:35][CH2:36][CH2:37][C:31]=3[CH:30]=2)[CH:25]=1.C(O[BH-](OC(=O)C)OC(=O)C)(=O)C.[Na+]. Given the product [CH3:23][C:24]1[O:28][N:27]=[C:26]([C:29]2[CH:39]=[CH:38][C:32]3[CH2:33][CH2:34][N:35]([CH2:21][CH2:20][CH2:19][CH2:18][C:3]4[N:2]([CH3:1])[C:6]([C:7]5[CH:8]=[C:9]6[C:14](=[CH:15][CH:16]=5)[N:13]=[C:12]([CH3:17])[CH:11]=[CH:10]6)=[N:5][N:4]=4)[CH2:36][CH2:37][C:31]=3[CH:30]=2)[CH:25]=1, predict the reactants needed to synthesize it.